Dataset: Reaction yield outcomes from USPTO patents with 853,638 reactions. Task: Predict the reaction yield, written as a fraction of the theoretical maximum amount of product (1.0 means a 100% yield; for example, 0.34 means a 34% yield). (1) The reactants are [CH3:1][O:2][C:3](=[O:37])[CH:4]([C:9]1[CH:10]=[C:11]([C:23]2[CH:28]=[C:27]([C:29]([F:32])([F:31])[F:30])[CH:26]=[C:25]([C:33]([F:36])([F:35])[F:34])[CH:24]=2)[CH:12]=[C:13](OS(C(F)(F)F)(=O)=O)[CH:14]=1)[CH2:5][CH:6]([CH3:8])[CH3:7].[F:38][C:39]([F:52])([F:51])[C:40]1[CH:41]=[C:42]([CH:44]=[C:45]([C:47]([F:50])([F:49])[F:48])[CH:46]=1)[NH2:43]. No catalyst specified. The product is [CH3:1][O:2][C:3](=[O:37])[CH:4]([C:9]1[CH:10]=[C:11]([C:23]2[CH:28]=[C:27]([C:29]([F:30])([F:32])[F:31])[CH:26]=[C:25]([C:33]([F:34])([F:35])[F:36])[CH:24]=2)[CH:12]=[C:13]([NH:43][C:42]2[CH:44]=[C:45]([C:47]([F:48])([F:49])[F:50])[CH:46]=[C:40]([C:39]([F:38])([F:51])[F:52])[CH:41]=2)[CH:14]=1)[CH2:5][CH:6]([CH3:7])[CH3:8]. The yield is 0.470. (2) The reactants are [CH3:1][O:2][C:3]([C:5]1([C:8]2[CH:13]=[CH:12][C:11]([OH:14])=[C:10]([OH:15])[CH:9]=2)[CH2:7][CH2:6]1)=[O:4].CC1C=[CH:19][C:20](S(O)(=O)=O)=[CH:21][CH:22]=1.C1(=O)CCC1. The catalyst is C1(C)C=CC=CC=1. The product is [C:19]12([O:14][C:11]3[CH:12]=[CH:13][C:8]([C:5]4([C:3]([O:2][CH3:1])=[O:4])[CH2:7][CH2:6]4)=[CH:9][C:10]=3[O:15]1)[CH2:20][CH2:21][CH2:22]2. The yield is 0.500. (3) The reactants are [CH2:1]([O:3][C:4]([C:6]1[O:14][C:13]2[C:12](Br)=[CH:11][N:10]=[CH:9][C:8]=2[C:7]=1[NH:16][C:17]1[CH:22]=[CH:21][C:20]([Si:23]([CH3:26])([CH3:25])[CH3:24])=[CH:19][C:18]=1[F:27])=[O:5])[CH3:2].[C:28](=O)([O-])[O-].[K+].[K+].CB1OB(C)OB(C)O1. The catalyst is O1CCOCC1. The product is [CH2:1]([O:3][C:4]([C:6]1[O:14][C:13]2[C:12]([CH3:28])=[CH:11][N:10]=[CH:9][C:8]=2[C:7]=1[NH:16][C:17]1[CH:22]=[CH:21][C:20]([Si:23]([CH3:26])([CH3:25])[CH3:24])=[CH:19][C:18]=1[F:27])=[O:5])[CH3:2]. The yield is 0.830. (4) The reactants are [F:1][C:2]1[C:7]([CH2:8][OH:9])=[CH:6][CH:5]=[C:4]([NH:10][CH2:11][C:12]2[CH:13]=[N:14][C:15]([C:18]([F:21])([F:20])[F:19])=[CH:16][CH:17]=2)[N:3]=1.CC(OI1(OC(C)=O)(OC(C)=O)OC(=O)C2C=CC=CC1=2)=O.S([O-])([O-])(=O)=S.[Na+].[Na+].C(=O)([O-])[O-].[K+].[K+]. The catalyst is ClCCl. The product is [F:1][C:2]1[C:7]([CH:8]=[O:9])=[CH:6][CH:5]=[C:4]([NH:10][CH2:11][C:12]2[CH:13]=[N:14][C:15]([C:18]([F:21])([F:19])[F:20])=[CH:16][CH:17]=2)[N:3]=1. The yield is 0.235. (5) The reactants are [CH3:1][S:2][C:3]1[CH:8]=[CH:7][C:6]([C:9](=[O:15])[CH2:10][C:11]([O:13][CH3:14])=[O:12])=[CH:5][CH:4]=1.[C:16](=O)([O-])[O-].[K+].[K+].CI.O. The catalyst is CN(C=O)C. The product is [CH3:16][CH:10]([C:9]([C:6]1[CH:5]=[CH:4][C:3]([S:2][CH3:1])=[CH:8][CH:7]=1)=[O:15])[C:11]([O:13][CH3:14])=[O:12]. The yield is 0.630.